This data is from Full USPTO retrosynthesis dataset with 1.9M reactions from patents (1976-2016). The task is: Predict the reactants needed to synthesize the given product. (1) Given the product [Cl:1][C:2]1[CH:3]=[CH:4][C:5]2[N:11]3[C:12]([CH:15]([CH3:16])[CH3:17])=[N:13][N:14]=[C:10]3[CH:9]([CH2:18][C:19]([N:21]3[CH2:25][CH2:24][CH:23]([C:26]([OH:28])=[O:27])[CH2:22]3)=[O:20])[O:8][CH:7]([C:33]3[CH:38]=[CH:37][CH:36]=[C:35]([O:39][CH3:40])[C:34]=3[O:41][CH3:42])[C:6]=2[CH:43]=1, predict the reactants needed to synthesize it. The reactants are: [Cl:1][C:2]1[CH:3]=[CH:4][C:5]2[N:11]3[C:12]([CH:15]([CH3:17])[CH3:16])=[N:13][N:14]=[C:10]3[CH:9]([CH2:18][C:19]([N:21]3[CH2:25][CH2:24][CH:23]([C:26]([O:28]C(C)(C)C)=[O:27])[CH2:22]3)=[O:20])[O:8][CH:7]([C:33]3[CH:38]=[CH:37][CH:36]=[C:35]([O:39][CH3:40])[C:34]=3[O:41][CH3:42])[C:6]=2[CH:43]=1.FC(F)(F)C(O)=O. (2) Given the product [CH2:7]([N:5]1[CH:6]=[C:2]([C:23]2[CH:24]=[C:25]([CH:27]=[CH:28][CH:29]=2)[NH2:26])[C:3]([C:9]2[CH:14]=[CH:13][N:12]=[CH:11][CH:10]=2)=[N:4]1)[CH3:8], predict the reactants needed to synthesize it. The reactants are: Br[C:2]1[C:3]([C:9]2[CH:14]=[CH:13][N:12]=[CH:11][CH:10]=2)=[N:4][N:5]([CH2:7][CH3:8])[CH:6]=1.CC1(C)C(C)(C)OB([C:23]2[CH:24]=[C:25]([CH:27]=[CH:28][CH:29]=2)[NH2:26])O1.C(=O)(O)[O-].[Na+].O1CCOCC1. (3) Given the product [Cl:1][C:2]1[CH:3]=[C:4]([C:9]2([C:22]([F:23])([F:25])[F:24])[O:13][N:12]=[C:11]([C:14]3[CH:15]=[CH:16][C:17]([CH2:20][NH:21][C:33](=[O:35])[CH3:34])=[CH:18][CH:19]=3)[CH2:10]2)[CH:5]=[C:6]([Cl:8])[CH:7]=1, predict the reactants needed to synthesize it. The reactants are: [Cl:1][C:2]1[CH:3]=[C:4]([C:9]2([C:22]([F:25])([F:24])[F:23])[O:13][N:12]=[C:11]([C:14]3[CH:19]=[CH:18][C:17]([CH2:20][NH2:21])=[CH:16][CH:15]=3)[CH2:10]2)[CH:5]=[C:6]([Cl:8])[CH:7]=1.C(N(CC)CC)C.[C:33](Cl)(=[O:35])[CH3:34]. (4) Given the product [C:1]([C:3]1[CH:8]=[CH:7][C:6]([N:9]=[C:10]2[N:14]([CH2:23][CH:24]([CH3:26])[CH3:25])[C@@H:13]([CH:15]([CH2:17][CH3:18])[CH3:16])[CH2:12][S:11]2)=[CH:5][C:4]=1[C:19]([F:22])([F:21])[F:20])#[N:2], predict the reactants needed to synthesize it. The reactants are: [C:1]([C:3]1[CH:8]=[CH:7][C:6]([N:9]=[C:10]2[NH:14][C@@H:13]([CH:15]([CH2:17][CH3:18])[CH3:16])[CH2:12][S:11]2)=[CH:5][C:4]=1[C:19]([F:22])([F:21])[F:20])#[N:2].[CH2:23](Br)[CH:24]([CH3:26])[CH3:25]. (5) The reactants are: [C:1]([O:6]CC)(=O)[CH:2]([CH3:4])[OH:3].[NH2:9][C:10]([CH3:14])([CH3:13])[CH2:11][OH:12]. Given the product [C:1]([NH:9][C:10]([CH3:14])([CH3:13])[CH2:11][OH:12])(=[O:6])[CH:2]([CH3:4])[OH:3], predict the reactants needed to synthesize it.